Dataset: Peptide-MHC class II binding affinity with 134,281 pairs from IEDB. Task: Regression. Given a peptide amino acid sequence and an MHC pseudo amino acid sequence, predict their binding affinity value. This is MHC class II binding data. (1) The peptide sequence is QVNTSKTGINENYAK. The MHC is H-2-IAb with pseudo-sequence H-2-IAb. The binding affinity (normalized) is 0.133. (2) The peptide sequence is FWAVRGGGGESFGIV. The MHC is DRB1_1001 with pseudo-sequence DRB1_1001. The binding affinity (normalized) is 0.433.